Dataset: Reaction yield outcomes from USPTO patents with 853,638 reactions. Task: Predict the reaction yield, written as a fraction of the theoretical maximum amount of product (1.0 means a 100% yield; for example, 0.34 means a 34% yield). (1) The reactants are [Cl:1][C:2]1[CH:10]=[C:9]2[C:5]([CH:6]=[CH:7][NH:8]2)=[CH:4][N:3]=1.S(C)C.C1COCC1. The catalyst is CO. The product is [Cl:1][C:2]1[N:3]=[CH:4][C:5]2[CH2:6][CH2:7][NH:8][C:9]=2[CH:10]=1. The yield is 0.410. (2) The reactants are C([NH:11][CH2:12][CH2:13][CH2:14][CH2:15][C:16]1[CH:21]=[CH:20][CH:19]=[CH:18][C:17]=1[O:22][CH2:23][CH:24]([O:30][C:31](=[O:33])[CH3:32])[CH2:25][O:26][C:27](=[O:29])[CH3:28])(OCC1C=CC=CC=1)=O.C(O)(=O)C. The catalyst is CO.[Pd]. The product is [C:31]([O:30][CH:24]([CH2:25][O:26][C:27](=[O:29])[CH3:28])[CH2:23][O:22][C:17]1[CH:18]=[CH:19][CH:20]=[CH:21][C:16]=1[CH2:15][CH2:14][CH2:13][CH2:12][NH2:11])(=[O:33])[CH3:32]. The yield is 0.860. (3) The catalyst is C(Cl)Cl. The product is [C:1]([C:5]1[N:9]([CH3:10])[N:8]([CH2:11][C@H:12]2[CH2:16][CH2:15][CH2:14][O:13]2)/[C:7](=[N:17]/[C:18](=[O:36])[C:19]2[CH:24]=[C:23]([C:25]([F:26])([F:27])[F:28])[CH:22]=[CH:21][C:20]=2[O:29][CH2:30][CH2:31][C:32]([F:43])([CH3:33])[CH3:34])/[CH:6]=1)([CH3:3])([CH3:2])[CH3:4]. The reactants are [C:1]([C:5]1[N:9]([CH3:10])[N:8]([CH2:11][C@H:12]2[CH2:16][CH2:15][CH2:14][O:13]2)/[C:7](=[N:17]/[C:18](=[O:36])[C:19]2[CH:24]=[C:23]([C:25]([F:28])([F:27])[F:26])[CH:22]=[CH:21][C:20]=2[O:29][CH2:30][CH2:31][C:32](O)([CH3:34])[CH3:33])/[CH:6]=1)([CH3:4])([CH3:3])[CH3:2].CCN(S(F)(F)[F:43])CC. The yield is 0.220. (4) The reactants are [Br:1][C:2]1[C:7]2[N:8]([CH3:14])[C:9]([C@@H:11]([NH2:13])[CH3:12])=[N:10][C:6]=2[CH:5]=[CH:4][CH:3]=1.[NH2:15][C:16]1[C:21]([C:22]#[N:23])=[C:20](Cl)[N:19]=[CH:18][N:17]=1.CCN(C(C)C)C(C)C. The product is [NH2:15][C:16]1[C:21]([C:22]#[N:23])=[C:20]([NH:13][C@H:11]([C:9]2[N:8]([CH3:14])[C:7]3[C:2]([Br:1])=[CH:3][CH:4]=[CH:5][C:6]=3[N:10]=2)[CH3:12])[N:19]=[CH:18][N:17]=1. The yield is 0.720. The catalyst is CC(O)C. (5) The reactants are [OH:1][C:2]1[CH:10]=[C:9]2[C:5]([CH2:6][CH2:7][C:8]2=[O:11])=[CH:4][CH:3]=1.Br[CH2:13][C:14]1[CH:19]=[CH:18][CH:17]=[CH:16][CH:15]=1.C(=O)([O-])[O-].[Cs+].[Cs+]. The catalyst is CN(C=O)C.CCOC(C)=O. The product is [CH2:13]([O:1][C:2]1[CH:10]=[C:9]2[C:5]([CH2:6][CH2:7][C:8]2=[O:11])=[CH:4][CH:3]=1)[C:14]1[CH:19]=[CH:18][CH:17]=[CH:16][CH:15]=1. The yield is 0.670. (6) The reactants are [F:1][C:2]1[CH:7]=[C:6]([N+:8]([O-])=O)[C:5]([O:11][CH3:12])=[CH:4][C:3]=1[N:13]1[CH2:18][CH2:17][N:16]([CH:19]([CH3:21])[CH3:20])[CH2:15][CH2:14]1.O.NN. The catalyst is CO.[Fe](Cl)(Cl)Cl. The product is [F:1][C:2]1[C:3]([N:13]2[CH2:14][CH2:15][N:16]([CH:19]([CH3:21])[CH3:20])[CH2:17][CH2:18]2)=[CH:4][C:5]([O:11][CH3:12])=[C:6]([CH:7]=1)[NH2:8]. The yield is 0.950. (7) The reactants are [CH:1]([C:4]1[N:8]2[CH:9]=[C:10]([C:13](OC)=[O:14])[CH:11]=[CH:12][C:7]2=[CH:6][N:5]=1)([CH3:3])[CH3:2].[H-].[Al+3].[Li+].[H-].[H-].[H-]. The catalyst is C1COCC1. The product is [CH:1]([C:4]1[N:8]2[CH:9]=[C:10]([CH2:13][OH:14])[CH:11]=[CH:12][C:7]2=[CH:6][N:5]=1)([CH3:3])[CH3:2]. The yield is 0.590. (8) The reactants are [N+:1]([C:4]1[CH:5]=[C:6]2[C:10](=[CH:11][CH:12]=1)[NH:9][N:8]=[CH:7]2)([O-:3])=[O:2].[Cl:13]N1C(=O)CCC1=O. The catalyst is CC(O)=O. The product is [Cl:13][C:7]1[C:6]2[C:10](=[CH:11][CH:12]=[C:4]([N+:1]([O-:3])=[O:2])[CH:5]=2)[NH:9][N:8]=1. The yield is 0.430. (9) The reactants are [N:1]1[C:8]([Cl:9])=[N:7][C:5]([Cl:6])=[N:4][C:2]=1Cl.[NH2:10][C:11]1[CH:12]=[C:13]([CH:17]=[C:18]([Cl:21])[C:19]=1[CH3:20])[C:14]([NH2:16])=[O:15]. The catalyst is CC(C)=O. The product is [Cl:21][C:18]1[CH:17]=[C:13]([CH:12]=[C:11]([NH:10][C:2]2[N:1]=[C:8]([Cl:9])[N:7]=[C:5]([Cl:6])[N:4]=2)[C:19]=1[CH3:20])[C:14]([NH2:16])=[O:15]. The yield is 0.870.